Dataset: Peptide-MHC class I binding affinity with 185,985 pairs from IEDB/IMGT. Task: Regression. Given a peptide amino acid sequence and an MHC pseudo amino acid sequence, predict their binding affinity value. This is MHC class I binding data. (1) The peptide sequence is NTRDHVNLV. The MHC is HLA-B27:03 with pseudo-sequence HLA-B27:03. The binding affinity (normalized) is 0.0847. (2) The peptide sequence is QSDIAGAIH. The MHC is HLA-B08:02 with pseudo-sequence HLA-B08:02. The binding affinity (normalized) is 0.0847. (3) The peptide sequence is SLLRSTSQK. The MHC is HLA-A68:01 with pseudo-sequence HLA-A68:01. The binding affinity (normalized) is 0.259. (4) The peptide sequence is VSVDNISLL. The MHC is H-2-Db with pseudo-sequence H-2-Db. The binding affinity (normalized) is 0.276.